This data is from Full USPTO retrosynthesis dataset with 1.9M reactions from patents (1976-2016). The task is: Predict the reactants needed to synthesize the given product. (1) Given the product [CH3:26][SiH:21]([CH3:22])[CH:18]=[CH:19][O:12][CH:7]([C:1]1[CH:6]=[CH:5][CH:4]=[CH:3][CH:2]=1)[CH2:8][CH2:9][CH:10]=[CH2:11], predict the reactants needed to synthesize it. The reactants are: [C:1]1([CH:7]([OH:12])[CH2:8][CH2:9][CH:10]=[CH2:11])[CH:6]=[CH:5][CH:4]=[CH:3][CH:2]=1.CCN([CH2:18][CH3:19])CC.Cl[SiH2:21][CH:22]=C(C)C.[CH2:26](Cl)Cl. (2) Given the product [Cl:1][C:2]1[N:10]=[CH:9][N:8]=[C:7]2[C:3]=1[N:4]=[CH:5][N:6]2[C@H:11]1[C@@H:24]2[O:25][C:26]([CH3:28])([CH3:27])[O:29][C@@H:30]2[C@@H:13]([CH2:14][OH:18])[CH2:12]1, predict the reactants needed to synthesize it. The reactants are: [Cl:1][C:2]1[N:10]=[CH:9][N:8]=[C:7]2[C:3]=1[N:4]=[CH:5][N:6]2[C@H:11]1[C@@H]2OC(OCC)[O:18][C@@H:14]2[C@@H:13](CO)[CH2:12]1.[CH3:24][O:25][C:26]([O:29][CH3:30])([CH3:28])[CH3:27].O.C1(C)C=CC(S(O)(=O)=O)=CC=1.